Dataset: Reaction yield outcomes from USPTO patents with 853,638 reactions. Task: Predict the reaction yield, written as a fraction of the theoretical maximum amount of product (1.0 means a 100% yield; for example, 0.34 means a 34% yield). (1) The reactants are [CH3:1][C:2]1[C:7]2[CH2:8][O:9][C:10](=[O:11])[C:6]=2[C:5]([OH:12])=[C:4]([CH2:13]/[CH:14]=[C:15](/[CH2:17][CH2:18][C:19]([O:21][CH3:22])=[O:20])\[CH3:16])[C:3]=1[O:23][CH3:24].C[Si]([N-][Si](C)(C)C)(C)C.[Na+].[Br:35][CH2:36][CH:37]=[CH:38][CH2:39]Br. The catalyst is C1COCC1. The product is [CH3:22][O:21][C:19](=[O:20])[CH:18]([CH2:39][CH:38]=[CH:37][CH2:36][Br:35])[CH2:17][C:15]([CH3:16])=[CH:14][CH2:13][C:4]1[C:5]([OH:12])=[C:6]2[C:7](=[C:2]([CH3:1])[C:3]=1[O:23][CH3:24])[CH2:8][O:9][C:10]2=[O:11]. The yield is 0.780. (2) The reactants are [C:1]([NH:9][C:10]1[C:11]2[N:12]=[CH:13][N:14]([C:33]=2[N:34]=[CH:35][N:36]=1)[C@@H:15]1[O:32][C@H:22]([CH2:23][O:24][Si](C(C)(C)C)(C)C)[C@@H:17]([O:18][CH2:19]SC)[CH2:16]1)(=[O:8])[C:2]1[CH:7]=[CH:6][CH:5]=[CH:4][CH:3]=1.C1CCCCC=1.C(NC1C2N=CN(C=2N=CN=1)[C@@H]1O[C@H](CO[Si](C(C)(C)C)(C)C)[C@@H](O)C1)(=O)C1C=CC=CC=1.[N-:76]=[N+:77]=[N-:78].[Na+].[NH4+].[F-]. The catalyst is C(Cl)Cl. The product is [C:1]([NH:9][C:10]1[C:11]2[N:12]=[CH:13][N:14]([C:33]=2[N:34]=[CH:35][N:36]=1)[C@@H:15]1[O:32][C@H:22]([CH2:23][OH:24])[C@@H:17]([O:18][CH2:19][N:76]=[N+:77]=[N-:78])[CH2:16]1)(=[O:8])[C:2]1[CH:7]=[CH:6][CH:5]=[CH:4][CH:3]=1. The yield is 0.480. (3) The reactants are [CH2:1]([N:5]1[C:14]2[C:9](=[CH:10][CH:11]=[CH:12][N:13]=2)[C:8](Cl)=[C:7]([C:16]2[NH:21][C:20]3[CH:22]=[CH:23][CH:24]=[CH:25][C:19]=3[S:18](=[O:27])(=[O:26])[N:17]=2)[C:6]1=[O:28])[CH2:2][CH2:3][CH3:4].[N-:29]=[N+:30]=[N-:31].[Na+]. The catalyst is CN(C)C=O. The product is [N:29]([C:8]1[C:9]2[C:14](=[N:13][CH:12]=[CH:11][CH:10]=2)[N:5]([CH2:1][CH2:2][CH2:3][CH3:4])[C:6](=[O:28])[C:7]=1[C:16]1[NH:21][C:20]2[CH:22]=[CH:23][CH:24]=[CH:25][C:19]=2[S:18](=[O:26])(=[O:27])[N:17]=1)=[N+:30]=[N-:31]. The yield is 0.260. (4) The reactants are CCN(C(C)C)C(C)C.[OH:10][C:11]1[N:12]=[CH:13][C:14]([C:17]([OH:19])=O)=[N:15][CH:16]=1.C1C=CC2N(O)N=NC=2C=1.CCN=C=NCCCN(C)C.Cl.[NH2:42][CH2:43][C:44]([N:46]1[CH2:51][CH2:50][N:49]([C:52](=[O:63])[C:53]2[CH:58]=[CH:57][CH:56]=[CH:55][C:54]=2[C:59]([F:62])([F:61])[F:60])[CH2:48][CH2:47]1)=[O:45]. The catalyst is CN(C=O)C. The yield is 0.329. The product is [O:45]=[C:44]([N:46]1[CH2:47][CH2:48][N:49]([C:52](=[O:63])[C:53]2[CH:58]=[CH:57][CH:56]=[CH:55][C:54]=2[C:59]([F:62])([F:61])[F:60])[CH2:50][CH2:51]1)[CH2:43][NH:42][C:17]([C:14]1[CH:13]=[N:12][C:11]([OH:10])=[CH:16][N:15]=1)=[O:19]. (5) The reactants are O=[C:2]([CH2:24][CH2:25][C:26](=O)[C:27]1[S:28][C:29]([CH2:32][O:33]C2CCCCO2)=[CH:30][N:31]=1)[CH:3]([C:11]1[CH:23]=[CH:22][C:14]([C:15]([O:17][C:18]([CH3:21])([CH3:20])[CH3:19])=[O:16])=[CH:13][CH:12]=1)[CH2:4][CH:5]1[CH2:10][CH2:9][O:8][CH2:7][CH2:6]1.C([O-])(=O)C.[NH4+:45]. The catalyst is C(O)(=O)C.C(OCC)(=O)C. The product is [OH:33][CH2:32][C:29]1[S:28][C:27]([C:26]2[NH:45][C:2]([CH:3]([C:11]3[CH:23]=[CH:22][C:14]([C:15]([O:17][C:18]([CH3:19])([CH3:20])[CH3:21])=[O:16])=[CH:13][CH:12]=3)[CH2:4][CH:5]3[CH2:10][CH2:9][O:8][CH2:7][CH2:6]3)=[CH:24][CH:25]=2)=[N:31][CH:30]=1. The yield is 0.710. (6) The reactants are [NH2:1][C:2]1[C:3]([C:7](Cl)=[N:8][OH:9])=[N:4][O:5][N:6]=1.[CH3:11][O:12][CH2:13][CH2:14][NH2:15].C(N(CC)CC)C. The catalyst is C(OCC)(=O)C. The product is [NH2:1][C:2]1[C:3]([C:7](=[N:8][OH:9])[NH:15][CH2:14][CH2:13][O:12][CH3:11])=[N:4][O:5][N:6]=1. The yield is 1.19. (7) The reactants are [CH3:1][N:2]1[CH:6]=[C:5]([C:7]([OH:9])=O)[N:4]=[N:3]1.CN(C)C=O.C(Cl)(=O)C(Cl)=O.[NH2:21][C:22]1[CH:23]=[C:24]([CH:41]=[CH:42][CH:43]=1)[O:25][C:26]1[CH:27]=[CH:28][C:29]2[N:30]([CH:32]=[C:33]([NH:35][C:36]([CH:38]3[CH2:40][CH2:39]3)=[O:37])[N:34]=2)[N:31]=1. The catalyst is CN(C)C(=O)C.O1CCCC1. The product is [CH:38]1([C:36]([NH:35][C:33]2[N:34]=[C:29]3[CH:28]=[CH:27][C:26]([O:25][C:24]4[CH:23]=[C:22]([NH:21][C:7]([C:5]5[N:4]=[N:3][N:2]([CH3:1])[CH:6]=5)=[O:9])[CH:43]=[CH:42][CH:41]=4)=[N:31][N:30]3[CH:32]=2)=[O:37])[CH2:39][CH2:40]1. The yield is 0.700.